Dataset: Forward reaction prediction with 1.9M reactions from USPTO patents (1976-2016). Task: Predict the product of the given reaction. (1) Given the reactants I[C:2]1[CH:8]=[CH:7][CH:6]=[CH:5][C:3]=1[NH2:4].[F:9][C:10]([F:20])([F:19])[C:11]1[CH:12]=[C:13]([C:17]#[CH:18])[CH:14]=[CH:15][CH:16]=1.N(CC)CC.[Cl-].[NH4+], predict the reaction product. The product is: [F:9][C:10]([F:19])([F:20])[C:11]1[CH:12]=[C:13]([C:17]#[C:18][C:2]2[CH:8]=[CH:7][CH:6]=[CH:5][C:3]=2[NH2:4])[CH:14]=[CH:15][CH:16]=1. (2) The product is: [Cl:1][C:2]1[C:3]2[N:4]([C:23]([CH2:24][CH:25]3[CH2:27][CH2:26]3)=[N:22][N:21]=2)[N:5]=[CH:6][C:7]=1[NH:8][CH2:9][C:10]1([CH2:13][O:14][C:15]2[CH:20]=[CH:19][CH:18]=[CH:17][CH:16]=2)[CH2:12][CH2:11]1. Given the reactants [Cl:1][C:2]1[C:7]([NH:8][CH2:9][C:10]2([CH2:13][O:14][C:15]3[CH:20]=[CH:19][CH:18]=[CH:17][CH:16]=3)[CH2:12][CH2:11]2)=[CH:6][N:5]=[N:4][C:3]=1[NH:21][NH:22][C:23](=O)[CH2:24][CH:25]1[CH2:27][CH2:26]1.P(Cl)(Cl)(Cl)=O, predict the reaction product. (3) Given the reactants [O:1]1[CH2:6][CH2:5][N:4]([C:7]2[CH:12]=[C:11]([NH:13][CH2:14][CH2:15][C:16]([O:18]C(C)(C)C)=[O:17])[N:10]3[N:23]=[CH:24][C:25]([C:26]4[CH:27]=[N:28][C:29]5[C:34]([CH:35]=4)=[CH:33][CH:32]=[CH:31][CH:30]=5)=[C:9]3[N:8]=2)[CH2:3][CH2:2]1.Cl, predict the reaction product. The product is: [O:1]1[CH2:2][CH2:3][N:4]([C:7]2[CH:12]=[C:11]([NH:13][CH2:14][CH2:15][C:16]([OH:18])=[O:17])[N:10]3[N:23]=[CH:24][C:25]([C:26]4[CH:27]=[N:28][C:29]5[C:34]([CH:35]=4)=[CH:33][CH:32]=[CH:31][CH:30]=5)=[C:9]3[N:8]=2)[CH2:5][CH2:6]1. (4) Given the reactants [CH3:1][O:2][C:3](=[O:42])[C@@H:4]([NH:18][CH2:19][CH2:20][N:21]([CH2:33][CH2:34][C:35]([O:37]C(C)(C)C)=[O:36])[C:22]1[CH:27]=[CH:26][C:25]([C:28]([F:31])([F:30])[F:29])=[C:24]([Cl:32])[CH:23]=1)[CH2:5][CH2:6][C:7]([N:9]1[CH2:16][CH2:15][C:12]2([CH2:14][CH2:13]2)[C@H:11]([OH:17])[CH2:10]1)=[O:8].[ClH:43], predict the reaction product. The product is: [ClH:32].[ClH:43].[CH3:1][O:2][C:3](=[O:42])[C@@H:4]([NH:18][CH2:19][CH2:20][N:21]([CH2:33][CH2:34][C:35]([OH:37])=[O:36])[C:22]1[CH:27]=[CH:26][C:25]([C:28]([F:29])([F:30])[F:31])=[C:24]([Cl:32])[CH:23]=1)[CH2:5][CH2:6][C:7]([N:9]1[CH2:16][CH2:15][C:12]2([CH2:13][CH2:14]2)[C@H:11]([OH:17])[CH2:10]1)=[O:8].